Dataset: Full USPTO retrosynthesis dataset with 1.9M reactions from patents (1976-2016). Task: Predict the reactants needed to synthesize the given product. (1) Given the product [Cl:1][C:2]1[CH:7]=[CH:6][C:5]([NH:8][CH:9]([C:13]2[CH:14]=[CH:15][CH:16]=[CH:17][CH:18]=2)[C:10]([O:12][C@@H:46]2[CH:47]3[CH2:50][CH2:51][N:44]([CH2:49][CH2:48]3)[CH2:45]2)=[O:11])=[CH:4][CH:3]=1, predict the reactants needed to synthesize it. The reactants are: [Cl:1][C:2]1[CH:7]=[CH:6][C:5]([NH:8][CH:9]([C:13]2[CH:18]=[CH:17][CH:16]=[CH:15][CH:14]=2)[C:10]([OH:12])=[O:11])=[CH:4][CH:3]=1.C1CCC(N=C=NC2CCCCC2)CC1.C1C=CC2N(O)N=NC=2C=1.[N:44]12[CH2:51][CH2:50][CH:47]([CH2:48][CH2:49]1)[C@@H:46](O)[CH2:45]2. (2) Given the product [F:1][C:2]1[CH:11]=[C:10]([F:12])[CH:9]=[C:8]2[C:3]=1[CH:4]([O:13][C:14]1[C:22]3[N:21]=[C:20]([CH3:23])[NH:19][C:18]=3[CH:17]=[C:16]([C:24]([N:31]([CH2:30][CH2:29][N:28]([CH3:33])[CH3:27])[CH3:32])=[O:26])[CH:15]=1)[CH2:5][CH2:6][O:7]2, predict the reactants needed to synthesize it. The reactants are: [F:1][C:2]1[CH:11]=[C:10]([F:12])[CH:9]=[C:8]2[C:3]=1[CH:4]([O:13][C:14]1[C:22]3[N:21]=[C:20]([CH3:23])[NH:19][C:18]=3[CH:17]=[C:16]([C:24]([OH:26])=O)[CH:15]=1)[CH2:5][CH2:6][O:7]2.[CH3:27][N:28]([CH3:33])[CH2:29][CH2:30][NH:31][CH3:32]. (3) The reactants are: [CH3:1][O:2][C:3](=[O:19])[CH:4]([N:16]=[N+]=[N-])[CH:5]([C:10]1[CH:15]=[CH:14][CH:13]=[CH:12][CH:11]=1)[C:6]([F:9])([F:8])[F:7]. Given the product [CH3:1][O:2][C:3](=[O:19])[CH:4]([NH2:16])[CH:5]([C:10]1[CH:15]=[CH:14][CH:13]=[CH:12][CH:11]=1)[C:6]([F:7])([F:9])[F:8], predict the reactants needed to synthesize it.